Task: Predict the reactants needed to synthesize the given product.. Dataset: Full USPTO retrosynthesis dataset with 1.9M reactions from patents (1976-2016) (1) Given the product [CH:1]1([C:4]2[C:13]3[C:8](=[CH:9][CH:10]=[CH:11][CH:12]=3)[C:7]([N:14]=[C:20]=[S:21])=[CH:6][CH:5]=2)[CH2:3][CH2:2]1, predict the reactants needed to synthesize it. The reactants are: [CH:1]1([C:4]2[C:13]3[C:8](=[CH:9][CH:10]=[CH:11][CH:12]=3)[C:7]([NH2:14])=[CH:6][CH:5]=2)[CH2:3][CH2:2]1.C(=O)(O)[O-].[Na+].[C:20](Cl)(Cl)=[S:21]. (2) Given the product [C:39]([NH:1][CH2:2][C:3]1[CH:4]=[C:5]([C:20]2[S:24][C:23]([C@@:25]3([OH:37])[CH2:30][CH2:29][C@H:28]([C:31]([OH:33])=[O:32])[C:27]([CH3:35])([CH3:36])[CH2:26]3)=[N:22][CH:21]=2)[CH:6]=[C:7]([NH:9][C:10]2[N:15]=[C:14]([C:16]([F:17])([F:19])[F:18])[CH:13]=[CH:12][N:11]=2)[CH:8]=1)(=[O:38])[NH2:40].[OH:37][CH:25]1[CH2:30][CH2:29][CH:28]([C:31]([O-:33])=[O:32])[C:27]([CH3:36])([CH3:35])[CH2:26]1, predict the reactants needed to synthesize it. The reactants are: [NH2:1][CH2:2][C:3]1[CH:4]=[C:5]([C:20]2[S:24][C:23]([C@@:25]3([OH:37])[CH2:30][CH2:29][C@H:28]([C:31]([O:33]C)=[O:32])[C:27]([CH3:36])([CH3:35])[CH2:26]3)=[N:22][CH:21]=2)[CH:6]=[C:7]([NH:9][C:10]2[N:15]=[C:14]([C:16]([F:19])([F:18])[F:17])[CH:13]=[CH:12][N:11]=2)[CH:8]=1.[O-:38][C:39]#[N:40].[K+].C(O)(=O)C.O. (3) Given the product [NH2:1][C:4]1[CH:5]=[CH:6][C:7]2[C:16]3[C:11](=[N:12][CH:13]=[CH:14][CH:15]=3)[O:10][C:9](=[O:17])[C:8]=2[CH:18]=1, predict the reactants needed to synthesize it. The reactants are: [N+:1]([C:4]1[CH:5]=[CH:6][C:7]2[C:16]3[C:11](=[N:12][CH:13]=[CH:14][CH:15]=3)[O:10][C:9](=[O:17])[C:8]=2[CH:18]=1)([O-])=O.